From a dataset of Catalyst prediction with 721,799 reactions and 888 catalyst types from USPTO. Predict which catalyst facilitates the given reaction. Product: [CH3:1][O:2][C:3]1[CH:4]=[N:5][C:6]2[CH:7]=[CH:8][CH:9]=[C:10]([OH:22])[C:11]=2[CH:12]=1. Reactant: [CH3:1][O:2][C:3]1[CH:4]=[N:5][C:6]2[C:11]([CH:12]=1)=[C:10](B1OC(C)(C)C(C)(C)O1)[CH:9]=[CH:8][CH:7]=2.[OH-:22].[Na+].OO. The catalyst class is: 1.